From a dataset of Peptide-MHC class I binding affinity with 185,985 pairs from IEDB/IMGT. Regression. Given a peptide amino acid sequence and an MHC pseudo amino acid sequence, predict their binding affinity value. This is MHC class I binding data. (1) The peptide sequence is AEALLADGL. The MHC is HLA-B18:01 with pseudo-sequence HLA-B18:01. The binding affinity (normalized) is 0.310. (2) The peptide sequence is THYSGNIVH. The MHC is HLA-B27:05 with pseudo-sequence HLA-B27:05. The binding affinity (normalized) is 0.0847. (3) The peptide sequence is FVKDWMDRI. The MHC is HLA-B15:17 with pseudo-sequence HLA-B15:17. The binding affinity (normalized) is 0.0847.